The task is: Regression. Given two drug SMILES strings and cell line genomic features, predict the synergy score measuring deviation from expected non-interaction effect.. This data is from NCI-60 drug combinations with 297,098 pairs across 59 cell lines. (1) Drug 1: CC1C(C(CC(O1)OC2CC(CC3=C2C(=C4C(=C3O)C(=O)C5=C(C4=O)C(=CC=C5)OC)O)(C(=O)C)O)N)O.Cl. Drug 2: CC(C)NC(=O)C1=CC=C(C=C1)CNNC.Cl. Cell line: SK-OV-3. Synergy scores: CSS=23.1, Synergy_ZIP=-0.769, Synergy_Bliss=8.22, Synergy_Loewe=-6.98, Synergy_HSA=6.68. (2) Drug 1: CN(C)C1=NC(=NC(=N1)N(C)C)N(C)C. Drug 2: C1CN1P(=S)(N2CC2)N3CC3. Cell line: NCI-H460. Synergy scores: CSS=20.2, Synergy_ZIP=-13.4, Synergy_Bliss=-7.00, Synergy_Loewe=-38.2, Synergy_HSA=-8.67.